This data is from Full USPTO retrosynthesis dataset with 1.9M reactions from patents (1976-2016). The task is: Predict the reactants needed to synthesize the given product. Given the product [C:11]1([CH:7]([C:1]2[CH:2]=[CH:3][CH:4]=[CH:5][CH:6]=2)[C:8]([N:36]2[CH2:37][CH2:38][N:33]([C:30]3[CH:29]=[CH:28][C:27]([O:26][CH2:25][CH2:24][CH2:23][N:17]4[CH2:18][CH2:19][CH2:20][CH2:21][CH2:22]4)=[CH:32][CH:31]=3)[CH2:34][CH2:35]2)=[O:10])[CH:16]=[CH:15][CH:14]=[CH:13][CH:12]=1, predict the reactants needed to synthesize it. The reactants are: [C:1]1([CH:7]([C:11]2[CH:16]=[CH:15][CH:14]=[CH:13][CH:12]=2)[C:8]([OH:10])=O)[CH:6]=[CH:5][CH:4]=[CH:3][CH:2]=1.[N:17]1([CH2:23][CH2:24][CH2:25][O:26][C:27]2[CH:32]=[CH:31][C:30]([N:33]3[CH2:38][CH2:37][NH:36][CH2:35][CH2:34]3)=[CH:29][CH:28]=2)[CH2:22][CH2:21][CH2:20][CH2:19][CH2:18]1.C(N(CC)CC)C.CN(C(ON1N=NC2C=CC=CC1=2)=[N+](C)C)C.F[P-](F)(F)(F)(F)F.